Dataset: Catalyst prediction with 721,799 reactions and 888 catalyst types from USPTO. Task: Predict which catalyst facilitates the given reaction. (1) Reactant: [CH2:1]([O:3][C:4](=[O:39])[CH:5]([C:23]1[N:24]([CH3:38])[C:25]2[C:30]([C:31]=1[S:32][C:33]([CH3:36])([CH3:35])[CH3:34])=[CH:29][C:28]([OH:37])=[CH:27][CH:26]=2)[CH2:6][C:7]1[CH:12]=[CH:11][C:10]([C:13]2[CH:18]=[CH:17][C:16]([C:19]([F:22])([F:21])[F:20])=[CH:15][N:14]=2)=[CH:9][CH:8]=1)[CH3:2].F[C:41]1[CH:46]=[CH:45][CH:44]=[CH:43][N:42]=1.[H-].[Na+]. Product: [CH2:1]([O:3][C:4](=[O:39])[CH:5]([C:23]1[N:24]([CH3:38])[C:25]2[C:30]([C:31]=1[S:32][C:33]([CH3:35])([CH3:34])[CH3:36])=[CH:29][C:28]([O:37][C:41]1[CH:46]=[CH:45][CH:44]=[CH:43][N:42]=1)=[CH:27][CH:26]=2)[CH2:6][C:7]1[CH:8]=[CH:9][C:10]([C:13]2[CH:18]=[CH:17][C:16]([C:19]([F:21])([F:20])[F:22])=[CH:15][N:14]=2)=[CH:11][CH:12]=1)[CH3:2]. The catalyst class is: 58. (2) Reactant: [CH3:1][C:2]1([CH3:14])[C:6]([CH3:8])([CH3:7])[O:5][B:4]([C:9]2[CH:10]=[N:11][NH:12][CH:13]=2)[O:3]1.C([O-])([O-])=O.[Cs+].[Cs+].[CH:21](I)([CH3:23])[CH3:22].O. Product: [CH:21]([N:12]1[CH:13]=[C:9]([B:4]2[O:5][C:6]([CH3:7])([CH3:8])[C:2]([CH3:14])([CH3:1])[O:3]2)[CH:10]=[N:11]1)([CH3:23])[CH3:22]. The catalyst class is: 31. (3) Reactant: S1[CH:5]=[CH:4][C:3]([CH:6]([OH:11])[CH2:7][CH2:8][CH2:9][OH:10])=[CH:2]1.[O:12]1C=CC(C=O)=C1. Product: [O:12]1[CH:5]=[CH:4][C:3]([CH:6]([OH:11])[CH2:7][CH2:8][CH2:9][OH:10])=[CH:2]1. The catalyst class is: 7. (4) Reactant: COC1C=C[C:6]([CH2:7][N:8]2[C:16]3[C:11](=[CH:12][CH:13]=[C:14]([N:17]4[CH2:22][CH2:21][N:20]([CH3:23])[CH2:19][CH2:18]4)[CH:15]=3)[C:10](CC)=[N:9]2)=CC=1.O.C(Cl)Cl.CO. Product: [CH2:7]([N:8]1[C:16]2[C:11](=[CH:12][CH:13]=[C:14]([N:17]3[CH2:18][CH2:19][N:20]([CH3:23])[CH2:21][CH2:22]3)[CH:15]=2)[CH:10]=[N:9]1)[CH3:6]. The catalyst class is: 67. (5) Reactant: [CH3:1][O:2][C:3]1[CH:4]=[C:5]([C:11]2[S:15][C:14]3=[N:16][CH:17]=[C:18]([C:19]4[CH:20]=[N:21][C:22]([N:29]5[CH2:34][CH2:33][NH:32][CH2:31][CH2:30]5)=[C:23]([C:25]([F:28])([F:27])[F:26])[CH:24]=4)[N:13]3[N:12]=2)[CH:6]=[CH:7][C:8]=1[O:9][CH3:10].[CH3:35]CN(CC)CC.C=O.C(O)(=O)C.C([BH3-])#N.[Na+]. Product: [CH3:1][O:2][C:3]1[CH:4]=[C:5]([C:11]2[S:15][C:14]3=[N:16][CH:17]=[C:18]([C:19]4[CH:20]=[N:21][C:22]([N:29]5[CH2:30][CH2:31][N:32]([CH3:35])[CH2:33][CH2:34]5)=[C:23]([C:25]([F:27])([F:28])[F:26])[CH:24]=4)[N:13]3[N:12]=2)[CH:6]=[CH:7][C:8]=1[O:9][CH3:10]. The catalyst class is: 5. (6) Reactant: C([O:3][C:4]([CH:6]1[CH2:11][CH2:10][CH2:9][N:8]([C:12]([C:14]2[N:15]=[C:16]([N:26]3[CH2:31][CH2:30][N:29]4[C:32]([C:35]([F:38])([F:37])[F:36])=[N:33][N:34]=[C:28]4[CH2:27]3)[C:17]3[CH:22]=[C:21]([CH2:23][CH2:24][CH3:25])[S:20][C:18]=3[N:19]=2)=[O:13])[CH2:7]1)=[O:5])C.CO.[OH-].[Li+].Cl. Product: [CH2:23]([C:21]1[S:20][C:18]2[N:19]=[C:14]([C:12]([N:8]3[CH2:9][CH2:10][CH2:11][CH:6]([C:4]([OH:5])=[O:3])[CH2:7]3)=[O:13])[N:15]=[C:16]([N:26]3[CH2:31][CH2:30][N:29]4[C:32]([C:35]([F:37])([F:36])[F:38])=[N:33][N:34]=[C:28]4[CH2:27]3)[C:17]=2[CH:22]=1)[CH2:24][CH3:25]. The catalyst class is: 30. (7) Reactant: [C:1]([C:4]1[N:5]=[C:6]([CH:9]2[CH2:14][CH2:13][N:12]([C:15]([O:17][C:18]([CH3:21])([CH3:20])[CH3:19])=[O:16])[CH2:11][CH2:10]2)[O:7][CH:8]=1)([OH:3])=O.Cl.CN(C)CCCN=C=NCC.CN1CCOCC1.[CH3:41][NH:42][C@H:43]1[C:52]2[C:47](=[CH:48][CH:49]=[CH:50][CH:51]=2)[CH2:46][CH2:45][CH2:44]1. Product: [CH3:41][N:42]([C@H:43]1[C:52]2[C:47](=[CH:48][CH:49]=[CH:50][CH:51]=2)[CH2:46][CH2:45][CH2:44]1)[C:1]([C:4]1[N:5]=[C:6]([CH:9]2[CH2:14][CH2:13][N:12]([C:15]([O:17][C:18]([CH3:21])([CH3:20])[CH3:19])=[O:16])[CH2:11][CH2:10]2)[O:7][CH:8]=1)=[O:3]. The catalyst class is: 4.